This data is from Forward reaction prediction with 1.9M reactions from USPTO patents (1976-2016). The task is: Predict the product of the given reaction. Given the reactants [Cl:1][C:2]1[CH:3]=[CH:4][CH:5]=[C:6]2[C:11]=1[N:10]=[C:9]([C:12]1[CH:17]=[CH:16][CH:15]=[CH:14][C:13]=1[Cl:18])[C:8]([CH2:19]Cl)=[CH:7]2.[N-:21]=[N+]=[N-].[Na+].CP(C)C, predict the reaction product. The product is: [Cl:1][C:2]1[CH:3]=[CH:4][CH:5]=[C:6]2[C:11]=1[N:10]=[C:9]([C:12]1[CH:17]=[CH:16][CH:15]=[CH:14][C:13]=1[Cl:18])[C:8]([CH2:19][NH2:21])=[CH:7]2.